This data is from Reaction yield outcomes from USPTO patents with 853,638 reactions. The task is: Predict the reaction yield, written as a fraction of the theoretical maximum amount of product (1.0 means a 100% yield; for example, 0.34 means a 34% yield). (1) The reactants are C([O:4][C@@H:5]1[C@@H:13]([C@@:14]([OH:20])([CH3:19])[C:15]([F:18])([F:17])[F:16])[O:12][C@H:11]2[C@H:7]([N:8]=[C:9]([N:21](C)[C:22](=O)OC(C)(C)C)[S:10]2)[C@H:6]1[O:30]CC=C)C=C.CCN(CC)CC.C(O)=O. The catalyst is O1CCOCC1.C1C=CC([P]([Pd]([P](C2C=CC=CC=2)(C2C=CC=CC=2)C2C=CC=CC=2)([P](C2C=CC=CC=2)(C2C=CC=CC=2)C2C=CC=CC=2)[P](C2C=CC=CC=2)(C2C=CC=CC=2)C2C=CC=CC=2)(C2C=CC=CC=2)C2C=CC=CC=2)=CC=1. The product is [CH3:22][NH:21][C:9]1[S:10][C@H:11]2[O:12][C@H:13]([C@@:14]([OH:20])([CH3:19])[C:15]([F:16])([F:17])[F:18])[C@@H:5]([OH:4])[C@H:6]([OH:30])[C@H:7]2[N:8]=1. The yield is 0.254. (2) The reactants are C(O)(C(F)(F)F)=O.[CH2:8]([O:15][NH:16][C@H:17]1[CH2:22][N:21](C(OC(C)(C)C)=O)[C@H:20]([C:30]([O:32][CH2:33][CH3:34])=[O:31])[CH2:19][CH2:18]1)[C:9]1[CH:14]=[CH:13][CH:12]=[CH:11][CH:10]=1. The catalyst is C(Cl)Cl. The product is [CH2:8]([O:15][NH:16][C@H:17]1[CH2:22][NH:21][C@H:20]([C:30]([O:32][CH2:33][CH3:34])=[O:31])[CH2:19][CH2:18]1)[C:9]1[CH:10]=[CH:11][CH:12]=[CH:13][CH:14]=1. The yield is 0.950. (3) The product is [OH:33][C:31]([C:30]([F:35])([F:34])[F:29])=[O:32].[CH2:21]([C:18]1[CH:19]=[CH:20][C:15]([O:14][CH2:13][C@@H:9]2[CH2:10][CH2:11][CH2:12][N:8]2[CH2:7][C:6]([OH:28])=[O:5])=[CH:16][CH:17]=1)[C:22]1[CH:23]=[CH:24][CH:25]=[CH:26][CH:27]=1. The catalyst is ClCCl. The reactants are C([O:5][C:6](=[O:28])[CH2:7][N:8]1[CH2:12][CH2:11][CH2:10][C@H:9]1[CH2:13][O:14][C:15]1[CH:20]=[CH:19][C:18]([CH2:21][C:22]2[CH:27]=[CH:26][CH:25]=[CH:24][CH:23]=2)=[CH:17][CH:16]=1)(C)(C)C.[F:29][C:30]([F:35])([F:34])[C:31]([OH:33])=[O:32]. The yield is 0.940. (4) The reactants are [CH2:1]1[C:9]2[C:4](=[CH:5][CH:6]=[CH:7][CH:8]=2)[CH2:3][C:2]1=O.[CH2:11]([NH2:15])[C:12]#[C:13][CH3:14]. No catalyst specified. The product is [CH3:14][C:13]1[CH:12]=[CH:11][N:15]=[C:2]2[CH2:3][C:4]3[CH:5]=[CH:6][CH:7]=[CH:8][C:9]=3[C:1]=12. The yield is 0.220. (5) The yield is 0.948. The reactants are [C:1]([C:3]1[C:7]([CH:8]([OH:11])CO)=[C:6]([C:12]2[N:16]=[CH:15][N:14]([CH:17]3[CH2:22][CH2:21][CH2:20][CH2:19][O:18]3)[N:13]=2)[S:5][C:4]=1[C:23]1[CH:28]=[CH:27][N:26]=[C:25]([NH:29][C:30](=[O:33])[O:31][CH3:32])[CH:24]=1)#[N:2].I([O-])(=O)(=O)=O.[Na+]. The catalyst is CC(C)=O.O. The product is [C:1]([C:3]1[C:7]([CH:8]=[O:11])=[C:6]([C:12]2[N:16]=[CH:15][N:14]([CH:17]3[CH2:22][CH2:21][CH2:20][CH2:19][O:18]3)[N:13]=2)[S:5][C:4]=1[C:23]1[CH:28]=[CH:27][N:26]=[C:25]([NH:29][C:30](=[O:33])[O:31][CH3:32])[CH:24]=1)#[N:2]. (6) The reactants are C([N:8]1[CH2:14][CH:13]2[N:15]([CH2:16][CH:17]([OH:28])[CH2:18][O:19][C:20]3[CH:27]=[CH:26][C:23]([C:24]#[N:25])=[CH:22][CH:21]=3)[CH:10]([CH2:11][CH2:12]2)[CH2:9]1)C1C=CC=CC=1.Cl. The catalyst is C(#N)C. The product is [CH:13]12[N:15]([CH2:16][CH:17]([OH:28])[CH2:18][O:19][C:20]3[CH:21]=[CH:22][C:23]([C:24]#[N:25])=[CH:26][CH:27]=3)[CH:10]([CH2:11][CH2:12]1)[CH2:9][NH:8][CH2:14]2. The yield is 0.380. (7) The reactants are O=[C:2]1[NH:11][C:10]2[C:9]([C:12]([O:14][CH2:15][CH3:16])=[O:13])=[CH:8][CH:7]=[CH:6][C:5]=2[N:4]2[CH:17]=[N:18][CH:19]=[C:3]12.C(#N)C.C(N(CC)CC)C.P(Cl)(Cl)([Cl:32])=O. The catalyst is O.CO. The product is [Cl:32][C:2]1[C:3]2[N:4]([CH:17]=[N:18][CH:19]=2)[C:5]2[CH:6]=[CH:7][CH:8]=[C:9]([C:12]([O:14][CH2:15][CH3:16])=[O:13])[C:10]=2[N:11]=1. The yield is 0.990.